This data is from Forward reaction prediction with 1.9M reactions from USPTO patents (1976-2016). The task is: Predict the product of the given reaction. (1) The product is: [F:23][C:24]([F:31])([F:30])[C@@H:25]1[CH2:29][CH2:28][CH2:27][N:26]1[CH2:2][C:3]1[N:7]([C:8]2[CH:15]=[CH:14][C:11]([C:12]#[N:13])=[CH:10][CH:9]=2)[N:6]=[N:5][N:4]=1. Given the reactants Cl[CH2:2][C:3]1[N:7]([C:8]2[CH:15]=[CH:14][C:11]([C:12]#[N:13])=[CH:10][CH:9]=2)[N:6]=[N:5][N:4]=1.CN1CCOCC1.[F:23][C:24]([F:31])([F:30])[C@@H:25]1[CH2:29][CH2:28][CH2:27][NH:26]1, predict the reaction product. (2) Given the reactants C([Sn](CCCC)(CCCC)[C:6]1[CH:11]2[CH2:12][CH2:13][N:8]([CH2:9][CH2:10]2)[CH:7]=1)CCC.I[C:23]1[C:31]2[O:30][CH:29]=[CH:28][C:27]=2[CH:26]=[C:25]([N+:32]([O-:34])=[O:33])[CH:24]=1, predict the reaction product. The product is: [N+:32]([C:25]1[CH:24]=[C:23]([C:6]2[CH:11]3[CH2:10][CH2:9][N:8]([CH2:13][CH2:12]3)[CH:7]=2)[C:31]2[O:30][CH:29]=[CH:28][C:27]=2[CH:26]=1)([O-:34])=[O:33]. (3) Given the reactants [CH3:1][C:2]1[O:6][CH:5]=[N:4][C:3]=1[C:7]([OH:9])=O.CCN(C(C)C)C(C)C.CN(C(ON1N=NC2C=CC=NC1=2)=[N+](C)C)C.F[P-](F)(F)(F)(F)F.[CH:43]1([C:48]2[CH:49]=[C:50]([NH2:60])[CH:51]=[N:52][C:53]=2[O:54][CH2:55][C:56]([F:59])([F:58])[F:57])[CH2:47][CH2:46][CH2:45][CH2:44]1, predict the reaction product. The product is: [CH:43]1([C:48]2[CH:49]=[C:50]([NH:60][C:7]([C:3]3[N:4]=[CH:5][O:6][C:2]=3[CH3:1])=[O:9])[CH:51]=[N:52][C:53]=2[O:54][CH2:55][C:56]([F:57])([F:58])[F:59])[CH2:44][CH2:45][CH2:46][CH2:47]1. (4) Given the reactants C([O:4][C@@H:5]1[C@@H:10]([O:11]C(=O)C)[C@H:9]([O:15]C(=O)C)[C@@H:8]([CH2:19][O:20]C(=O)C)[O:7][C@H:6]1[O:24][C:25]1[C:29]([CH2:30][C:31]2[CH:36]=[CH:35][C:34]([O:37][CH2:38][CH2:39][CH2:40]O)=[CH:33][CH:32]=2)=[C:28]([CH:42]([CH3:44])[CH3:43])[NH:27][N:26]=1)(=O)C.[N:45]1[CH:50]=[CH:49][CH:48]=[C:47]([CH2:51][NH2:52])[CH:46]=1.NC(C)(C)CO, predict the reaction product. The product is: [C@@H:6]1([O:24][C:25]2[C:29]([CH2:30][C:31]3[CH:32]=[CH:33][C:34]([O:37][CH2:38][CH2:39][CH2:40][NH:52][CH2:51][C:47]4[CH:46]=[N:45][CH:50]=[CH:49][CH:48]=4)=[CH:35][CH:36]=3)=[C:28]([CH:42]([CH3:44])[CH3:43])[NH:27][N:26]=2)[O:7][C@H:8]([CH2:19][OH:20])[C@@H:9]([OH:15])[C@H:10]([OH:11])[C@H:5]1[OH:4]. (5) Given the reactants Cl[C:2]1[C:3]2[C:10]([C:11]3[CH:16]=[CH:15][C:14]([O:17][CH2:18][CH2:19][N:20]4[CH2:25][CH2:24][N:23]([CH3:26])[CH2:22][CH2:21]4)=[C:13]([Cl:27])[C:12]=3[CH3:28])=[C:9]([I:29])[S:8][C:4]=2[N:5]=[CH:6][N:7]=1.[OH:30][C@H:31]([CH2:37][C:38]1[CH:43]=[CH:42][CH:41]=[CH:40][C:39]=1[O:44][CH:45]1[CH2:50][CH2:49][CH2:48][CH2:47][O:46]1)[C:32]([O:34][CH2:35][CH3:36])=[O:33].C([O-])([O-])=O.[Cs+].[Cs+].C(O)(C)(C)C, predict the reaction product. The product is: [Cl:27][C:13]1[C:12]([CH3:28])=[C:11]([C:10]2[C:3]3[C:2]([O:30][C@H:31]([CH2:37][C:38]4[CH:43]=[CH:42][CH:41]=[CH:40][C:39]=4[O:44][CH:45]4[CH2:50][CH2:49][CH2:48][CH2:47][O:46]4)[C:32]([O:34][CH2:35][CH3:36])=[O:33])=[N:7][CH:6]=[N:5][C:4]=3[S:8][C:9]=2[I:29])[CH:16]=[CH:15][C:14]=1[O:17][CH2:18][CH2:19][N:20]1[CH2:25][CH2:24][N:23]([CH3:26])[CH2:22][CH2:21]1.